Dataset: Catalyst prediction with 721,799 reactions and 888 catalyst types from USPTO. Task: Predict which catalyst facilitates the given reaction. (1) Reactant: [CH3:1][O:2][C:3](=[O:27])[CH:4]([C:16]1[CH:21]=[CH:20][C:19]([S:22]([CH3:25])(=[O:24])=[O:23])=[C:18]([Cl:26])[CH:17]=1)[CH2:5][CH:6]1[CH2:10][CH2:9][C:8]2(OCCC[O:11]2)[CH2:7]1.Cl. Product: [CH3:1][O:2][C:3](=[O:27])[CH:4]([C:16]1[CH:21]=[CH:20][C:19]([S:22]([CH3:25])(=[O:24])=[O:23])=[C:18]([Cl:26])[CH:17]=1)[CH2:5][CH:6]1[CH2:10][CH2:9][C:8](=[O:11])[CH2:7]1. The catalyst class is: 7. (2) Reactant: [CH:1]1([C:4](=O)[CH2:5][C:6]#[N:7])[CH2:3][CH2:2]1.[C:9]([O:13][C:14](=[O:17])[NH:15][NH2:16])([CH3:12])([CH3:11])[CH3:10].[CH2:18](N(CC)CC)C. Product: [C:9]([O:13][C:14]([N:15]1[C:6]([NH2:7])=[CH:5][C:4]([CH:1]2[CH2:3][CH2:2][CH2:18]2)=[N:16]1)=[O:17])([CH3:12])([CH3:11])[CH3:10]. The catalyst class is: 8. (3) Reactant: [CH2:1]([N:3]1[C:8]([C:9]([C:11]2[CH:12]=[C:13]([CH:16]=[C:17]([CH3:19])[CH:18]=2)[C:14]#[N:15])=[O:10])=[C:7]([CH:20]([CH3:22])[CH3:21])[C:6](=[O:23])[NH:5][C:4]1=[O:24])[CH3:2].[BH4-].[Na+]. Product: [CH2:1]([N:3]1[C:8]([CH:9]([OH:10])[C:11]2[CH:12]=[C:13]([CH:16]=[C:17]([CH3:19])[CH:18]=2)[C:14]#[N:15])=[C:7]([CH:20]([CH3:21])[CH3:22])[C:6](=[O:23])[NH:5][C:4]1=[O:24])[CH3:2]. The catalyst class is: 8.